This data is from Forward reaction prediction with 1.9M reactions from USPTO patents (1976-2016). The task is: Predict the product of the given reaction. (1) Given the reactants [C:1]([C:3]1[CH:4]=[CH:5][C:6]([CH2:22][CH2:23][C:24]([O:26][CH2:27][CH3:28])=[O:25])=[C:7]2[C:11]=1[N:10](S(C1C=CC(C)=CC=1)(=O)=O)[CH:9]=[CH:8]2)#[N:2].CCCC[N+](CCCC)(CCCC)CCCC.[F-].CCOC(C)=O, predict the reaction product. The product is: [C:1]([C:3]1[CH:4]=[CH:5][C:6]([CH2:22][CH2:23][C:24]([O:26][CH2:27][CH3:28])=[O:25])=[C:7]2[C:11]=1[NH:10][CH:9]=[CH:8]2)#[N:2]. (2) Given the reactants [NH2:1][C:2]1[CH:7]=[CH:6][C:5]([C@H:8]([NH:10][C:11](=[O:17])[O:12][C:13]([CH3:16])([CH3:15])[CH3:14])[CH3:9])=[CH:4][CH:3]=1.Cl[C:19]1[N:24]=[C:23]([Cl:25])[C:22]([C:26]([F:29])([F:28])[F:27])=[CH:21][N:20]=1, predict the reaction product. The product is: [Cl:25][C:23]1[C:22]([C:26]([F:28])([F:27])[F:29])=[CH:21][N:20]=[C:19]([NH:1][C:2]2[CH:7]=[CH:6][C:5]([C@H:8]([NH:10][C:11](=[O:17])[O:12][C:13]([CH3:16])([CH3:15])[CH3:14])[CH3:9])=[CH:4][CH:3]=2)[N:24]=1. (3) Given the reactants [CH3:1][O:2][C:3](=[O:19])[CH:4]([NH:8][C:9](=[O:18])[C:10]1[C:15]([Cl:16])=[CH:14][CH:13]=[CH:12][C:11]=1[Cl:17])[CH2:5][CH:6]=[CH2:7].I[C:21]1[CH:26]=[CH:25][C:24]([N:27]([CH3:38])[C:28]2[N:33]=[C:32]([O:34][CH3:35])[CH:31]=[C:30]([O:36][CH3:37])[N:29]=2)=[CH:23][CH:22]=1, predict the reaction product. The product is: [CH3:1][O:2][C:3](=[O:19])[CH:4]([NH:8][C:9](=[O:18])[C:10]1[C:11]([Cl:17])=[CH:12][CH:13]=[CH:14][C:15]=1[Cl:16])[CH2:5]/[CH:6]=[CH:7]/[C:21]1[CH:22]=[CH:23][C:24]([N:27]([C:28]2[N:33]=[C:32]([O:34][CH3:35])[CH:31]=[C:30]([O:36][CH3:37])[N:29]=2)[CH3:38])=[CH:25][CH:26]=1. (4) Given the reactants [CH2:1]([O:8][P:9]([O:19][CH2:20][CH2:21][N:22]1[C:31]2[C:26](=[CH:27][C:28]([C:32]3[CH:33]=[N:34][C:35]([NH:47][C:48](=[O:52])[NH:49][CH2:50][CH3:51])=[CH:36][C:37]=3[C:38]3[S:39][CH:40]=[C:41]([C:43]([F:46])([F:45])[F:44])[N:42]=3)=[CH:29][N:30]=2)[C:25](=[O:53])[C:24]([C:54]([O:56]CC)=[O:55])=[CH:23]1)([O:11][CH2:12][C:13]1[CH:18]=[CH:17][CH:16]=[CH:15][CH:14]=1)=[O:10])[C:2]1[CH:7]=[CH:6][CH:5]=[CH:4][CH:3]=1, predict the reaction product. The product is: [CH2:12]([O:11][P:9]([O:19][CH2:20][CH2:21][N:22]1[C:31]2[C:26](=[CH:27][C:28]([C:32]3[CH:33]=[N:34][C:35]([NH:47][C:48](=[O:52])[NH:49][CH2:50][CH3:51])=[CH:36][C:37]=3[C:38]3[S:39][CH:40]=[C:41]([C:43]([F:46])([F:45])[F:44])[N:42]=3)=[CH:29][N:30]=2)[C:25](=[O:53])[C:24]([C:54]([OH:56])=[O:55])=[CH:23]1)([O:8][CH2:1][C:2]1[CH:7]=[CH:6][CH:5]=[CH:4][CH:3]=1)=[O:10])[C:13]1[CH:18]=[CH:17][CH:16]=[CH:15][CH:14]=1.